This data is from Catalyst prediction with 721,799 reactions and 888 catalyst types from USPTO. The task is: Predict which catalyst facilitates the given reaction. Reactant: [CH3:1][S:2][C:3]1[S:7][C:6]([C:8]([O:10][CH2:11][CH3:12])=[O:9])=[C:5]2[CH2:13][CH2:14][CH2:15][C:16](=[O:17])[C:4]=12.P(Cl)(Cl)(Cl)=O.[CH:23]([Cl:26])(Cl)Cl. Product: [Cl:26][C:23]1[C:4]2[C:5](=[C:6]([C:8]([O:10][CH2:11][CH3:12])=[O:9])[S:7][C:3]=2[S:2][CH3:1])[CH2:13][CH2:14][C:15]=1[CH:16]=[O:17]. The catalyst class is: 9.